From a dataset of Full USPTO retrosynthesis dataset with 1.9M reactions from patents (1976-2016). Predict the reactants needed to synthesize the given product. (1) Given the product [Cl:6][C:7]1[C:16]([CH2:17][N:18]([CH:26]2[CH2:27][CH2:28][N:29]([CH2:32][CH2:33][N:34]3[C:43]4[C:38](=[CH:39][CH:40]=[C:41]([O:44][CH3:45])[CH:42]=4)[N:37]=[CH:36][C:35]3=[O:46])[CH2:30][CH2:31]2)[C:19](=[O:25])[O:20][C:21]([CH3:24])([CH3:23])[CH3:22])=[N:15][C:1]2[N:2]([CH3:5])[C:3](=[O:4])[CH2:11][S:10][C:9]=2[CH:8]=1, predict the reactants needed to synthesize it. The reactants are: [CH3:1][N:2]([CH3:5])[CH:3]=[O:4].[Cl:6][C:7]1[C:16]([CH2:17][N:18]([CH:26]2[CH2:31][CH2:30][N:29]([CH2:32][CH2:33][N:34]3[C:43]4[C:38](=[CH:39][CH:40]=[C:41]([O:44][CH3:45])[CH:42]=4)[N:37]=[CH:36][C:35]3=[O:46])[CH2:28][CH2:27]2)[C:19](=[O:25])[O:20][C:21]([CH3:24])([CH3:23])[CH3:22])=[N:15]C2NC(=O)[CH2:11][S:10][C:9]=2[CH:8]=1.[H-].[Na+].CI. (2) Given the product [ClH:43].[C:1]([C:4]1[CH:9]=[CH:8][C:7]([C:10]2[CH:11]=[CH:12][CH:13]=[CH:14][CH:15]=2)=[CH:6][C:5]=1[O:16][C@H:17]1[CH2:26][CH2:25][C@@H:24]2[C@H:19]([CH2:20][C@@H:21]([C:34]([OH:36])=[O:35])[NH:22][CH2:23]2)[CH2:18]1)([OH:3])=[O:2], predict the reactants needed to synthesize it. The reactants are: [C:1]([C:4]1[CH:9]=[CH:8][C:7]([C:10]2[CH:15]=[CH:14][CH:13]=[CH:12][CH:11]=2)=[CH:6][C:5]=1[O:16][C@H:17]1[CH2:26][CH2:25][C@@H:24]2[C@H:19]([CH2:20][C@@H:21]([C:34]([OH:36])=[O:35])[N:22](C(OC(C)(C)C)=O)[CH2:23]2)[CH2:18]1)([OH:3])=[O:2].C(OCC)(=O)C.[ClH:43]. (3) Given the product [F:14][C:15]1[C:16]2[CH2:27][CH2:26][C:25](=[CH:5][C:3]#[N:4])[C:17]=2[C:18]2[C:22]([CH:23]=1)=[N:21][N:20]([CH3:24])[CH:19]=2, predict the reactants needed to synthesize it. The reactants are: [H-].[Na+].[C:3]([CH2:5]P(=O)(OCC)OCC)#[N:4].[F:14][C:15]1[C:16]2[CH2:27][CH2:26][C:25](=O)[C:17]=2[C:18]2[C:22]([CH:23]=1)=[N:21][N:20]([CH3:24])[CH:19]=2.[Cl-].[NH4+]. (4) Given the product [CH:60]([NH:63][CH2:26][CH2:27][O:28][C:29]1[CH:30]=[C:31]([NH:50][CH:51]2[CH2:56][CH2:55][N:54]([CH:57]([CH3:58])[CH3:59])[CH2:53][CH2:52]2)[C:32]([C:35]2[NH:44][C:43](=[O:45])[C:42]3[C:37](=[CH:38][C:39]([O:48][CH3:49])=[CH:40][C:41]=3[O:46][CH3:47])[N:36]=2)=[N:33][CH:34]=1)([CH3:62])[CH3:61], predict the reactants needed to synthesize it. The reactants are: C(Br)(Br)(Br)Br.C1(P(C2C=CC=CC=2)C2C=CC=CC=2)C=CC=CC=1.O[CH2:26][CH2:27][O:28][C:29]1[CH:30]=[C:31]([NH:50][CH:51]2[CH2:56][CH2:55][N:54]([CH:57]([CH3:59])[CH3:58])[CH2:53][CH2:52]2)[C:32]([C:35]2[NH:44][C:43](=[O:45])[C:42]3[C:37](=[CH:38][C:39]([O:48][CH3:49])=[CH:40][C:41]=3[O:46][CH3:47])[N:36]=2)=[N:33][CH:34]=1.[CH:60]([NH2:63])([CH3:62])[CH3:61]. (5) Given the product [Cl:1][C:2]1[CH:3]=[C:4]2[C:8](=[CH:9][CH:10]=1)[N:7]([CH2:24][N:26]1[CH2:31][CH2:30][CH2:29][CH2:28][CH2:27]1)[C:6](=[O:11])[C:5]2=[C:12]1[C:20]2[C:15](=[CH:16][C:17]([N:21]([CH3:23])[CH3:22])=[CH:18][CH:19]=2)[CH2:14][O:13]1, predict the reactants needed to synthesize it. The reactants are: [Cl:1][C:2]1[CH:3]=[C:4]2[C:8](=[CH:9][CH:10]=1)[NH:7][C:6](=[O:11])[C:5]2=[C:12]1[C:20]2[C:15](=[CH:16][C:17]([N:21]([CH3:23])[CH3:22])=[CH:18][CH:19]=2)[CH2:14][O:13]1.[CH2:24]=O.[NH:26]1[CH2:31][CH2:30][CH2:29][CH2:28][CH2:27]1. (6) Given the product [C:35]([O:34][C:32]([N:26]1[CH2:31][CH2:30][N:29]([CH2:20][C:11]2[C:12](=[O:19])[N:13]([CH2:15][CH:16]([CH3:17])[CH3:18])[N:14]=[C:9]([C:4]3[CH:5]=[CH:6][C:7]([F:8])=[C:2]([F:1])[CH:3]=3)[CH:10]=2)[CH2:28][CH2:27]1)=[O:33])([CH3:38])([CH3:36])[CH3:37], predict the reactants needed to synthesize it. The reactants are: [F:1][C:2]1[CH:3]=[C:4]([C:9]2[CH:10]=[C:11]([CH2:20]OS(C)(=O)=O)[C:12](=[O:19])[N:13]([CH2:15][CH:16]([CH3:18])[CH3:17])[N:14]=2)[CH:5]=[CH:6][C:7]=1[F:8].[N:26]1([C:32]([O:34][C:35]([CH3:38])([CH3:37])[CH3:36])=[O:33])[CH2:31][CH2:30][NH:29][CH2:28][CH2:27]1. (7) Given the product [CH2:1]([NH:8][CH2:9][CH:10]1[C:18]2[C:13](=[CH:14][C:15]([O:21][CH3:22])=[C:16]([O:19][CH3:20])[CH:17]=2)[NH:12][CH2:11]1)[C:2]1[CH:3]=[CH:4][CH:5]=[CH:6][CH:7]=1, predict the reactants needed to synthesize it. The reactants are: [CH2:1]([NH:8][CH2:9][C:10]1[C:18]2[C:13](=[CH:14][C:15]([O:21][CH3:22])=[C:16]([O:19][CH3:20])[CH:17]=2)[NH:12][CH:11]=1)[C:2]1[CH:7]=[CH:6][CH:5]=[CH:4][CH:3]=1.[BH4-].[Na+].